This data is from Merck oncology drug combination screen with 23,052 pairs across 39 cell lines. The task is: Regression. Given two drug SMILES strings and cell line genomic features, predict the synergy score measuring deviation from expected non-interaction effect. (1) Drug 1: CN1C(=O)C=CC2(C)C3CCC4(C)C(NC(=O)OCC(F)(F)F)CCC4C3CCC12. Drug 2: CS(=O)(=O)CCNCc1ccc(-c2ccc3ncnc(Nc4ccc(OCc5cccc(F)c5)c(Cl)c4)c3c2)o1. Cell line: OCUBM. Synergy scores: synergy=3.39. (2) Drug 1: CC(=O)OC1C(=O)C2(C)C(O)CC3OCC3(OC(C)=O)C2C(OC(=O)c2ccccc2)C2(O)CC(OC(=O)C(O)C(NC(=O)c3ccccc3)c3ccccc3)C(C)=C1C2(C)C. Drug 2: CNC(=O)c1cc(Oc2ccc(NC(=O)Nc3ccc(Cl)c(C(F)(F)F)c3)cc2)ccn1. Cell line: SW837. Synergy scores: synergy=-7.84.